Task: Predict which catalyst facilitates the given reaction.. Dataset: Catalyst prediction with 721,799 reactions and 888 catalyst types from USPTO (1) Reactant: Br[C:2]1[CH:3]=[CH:4][C:5]2[N:6]([C:8]([S:11][C:12]3[CH:13]=[C:14]4[C:19](=[CH:20][CH:21]=3)[N:18]=[CH:17][C:16]([N:22]3[CH2:27][CH2:26][N:25]([CH3:28])[CH2:24][CH2:23]3)=[CH:15]4)=[N:9][N:10]=2)[CH:7]=1.N#N.C([Sn](CCCC)(CCCC)[C:36]([O:38]CC)=[CH2:37])CCC. Product: [CH3:28][N:25]1[CH2:26][CH2:27][N:22]([C:16]2[CH:17]=[N:18][C:19]3[C:14]([CH:15]=2)=[CH:13][C:12]([S:11][C:8]2[N:6]4[CH:7]=[C:2]([C:36](=[O:38])[CH3:37])[CH:3]=[CH:4][C:5]4=[N:10][N:9]=2)=[CH:21][CH:20]=3)[CH2:23][CH2:24]1. The catalyst class is: 184. (2) Reactant: [C:1]([C:3]1[CH:4]=[CH:5][C:6]([NH:13][CH:14]2[CH2:17][CH2:16][CH2:15]2)=[C:7]([CH:12]=1)[C:8]([O:10]C)=[O:9])#[N:2]. Product: [C:1]([C:3]1[CH:4]=[CH:5][C:6]([NH:13][CH:14]2[CH2:17][CH2:16][CH2:15]2)=[C:7]([CH:12]=1)[C:8]([OH:10])=[O:9])#[N:2]. The catalyst class is: 464. (3) Reactant: [C:1]([C:3]1[C:4]([C:9]2[CH:14]=[CH:13][CH:12]=[CH:11][CH:10]=2)=[N:5][O:6][C:7]=1[CH3:8])#[CH:2].[Cl:15][C:16]1[CH:21]=[C:20](I)[CH:19]=[CH:18][N:17]=1.C(N(CC)CC)C. Product: [Cl:15][C:16]1[CH:21]=[C:20]([C:2]#[C:1][C:3]2[C:4]([C:9]3[CH:14]=[CH:13][CH:12]=[CH:11][CH:10]=3)=[N:5][O:6][C:7]=2[CH3:8])[CH:19]=[CH:18][N:17]=1. The catalyst class is: 558. (4) Reactant: [CH3:1][O:2][C:3](=[O:24])[CH2:4][CH2:5][CH2:6][CH2:7][CH2:8][CH2:9][CH2:10][CH:11]([OH:23])[CH:12]([OH:22])[CH2:13][CH:14]([OH:21])[CH2:15][CH2:16][CH2:17][CH2:18][CH2:19][CH3:20].[C:32](O[C:32](=[O:37])[CH2:33][CH2:34][CH2:35][CH3:36])(=[O:37])[CH2:33][CH2:34][CH2:35][CH3:36]. Product: [CH3:1][O:2][C:3](=[O:24])[CH2:4][CH2:5][CH2:6][CH2:7][CH2:8][CH2:9][CH2:10][CH:11]([O:23][C:32](=[O:37])[CH2:33][CH2:34][CH2:35][CH3:36])[CH:12]([O:22][C:3](=[O:2])[CH2:4][CH2:5][CH2:6][CH3:7])[CH2:13][CH:14]([O:21][C:14](=[O:21])[CH2:13][CH2:12][CH2:11][CH3:10])[CH2:15][CH2:16][CH2:17][CH2:18][CH2:19][CH3:20]. The catalyst class is: 536. (5) Reactant: C1(P(C2CCCCC2)C2C=CC=CC=2C2C(C(C)C)=CC(C(C)C)=CC=2C(C)C)CCCCC1.[CH3:35][O:36][C:37]1[CH:38]=[C:39]([C:43]2[CH:44]=[N:45][C:46]([N:50]3[CH2:55][CH2:54][O:53][CH2:52][CH2:51]3)=[CH:47][C:48]=2[NH2:49])[CH:40]=[N:41][CH:42]=1.Cl[C:57]1[C:66]2[C:61](=[CH:62][C:63]([F:68])=[CH:64][C:65]=2[F:67])[N:60]=[C:59]([N:69]2[CH2:73][CH2:72][CH2:71][C:70]2=[O:74])[C:58]=1[CH3:75].CC(C)([O-])C.[Na+]. Product: [F:67][C:65]1[CH:64]=[C:63]([F:68])[CH:62]=[C:61]2[C:66]=1[C:57]([NH:49][C:48]1[CH:47]=[C:46]([N:50]3[CH2:55][CH2:54][O:53][CH2:52][CH2:51]3)[N:45]=[CH:44][C:43]=1[C:39]1[CH:40]=[N:41][CH:42]=[C:37]([O:36][CH3:35])[CH:38]=1)=[C:58]([CH3:75])[C:59]([N:69]1[CH2:73][CH2:72][CH2:71][C:70]1=[O:74])=[N:60]2. The catalyst class is: 101. (6) Reactant: [CH2:1]([N:8]1[CH:13]([CH3:14])[CH2:12][O:11][C@@H:10]([CH2:15][C:16]2[CH:21]=[CH:20][C:19]([F:22])=[CH:18][CH:17]=2)[C:9]1=O)[C:2]1[CH:7]=[CH:6][CH:5]=[CH:4][CH:3]=1.[H-].[Al+3].[Li+].[H-].[H-].[H-]. Product: [CH2:1]([N:8]1[C@@H:13]([CH3:14])[CH2:12][O:11][C@H:10]([CH2:15][C:16]2[CH:17]=[CH:18][C:19]([F:22])=[CH:20][CH:21]=2)[CH2:9]1)[C:2]1[CH:3]=[CH:4][CH:5]=[CH:6][CH:7]=1.[CH2:1]([N:8]1[C@@H:13]([CH3:14])[CH2:12][O:11][C@@H:10]([CH2:15][C:16]2[CH:17]=[CH:18][C:19]([F:22])=[CH:20][CH:21]=2)[CH2:9]1)[C:2]1[CH:3]=[CH:4][CH:5]=[CH:6][CH:7]=1. The catalyst class is: 1. (7) Reactant: [CH:1]1[CH:2]=[CH:3][C:4]([C@@H:7]2[N:16]([C:17]([O:19][C@@H:20]3[CH:25]4[CH2:26][CH2:27][N:22]([CH2:23][CH2:24]4)[CH2:21]3)=[O:18])[CH2:15][CH2:14][C:13]3[CH:12]=[CH:11][CH:10]=[CH:9][C:8]2=3)=[CH:5][CH:6]=1.[C:28]([OH:35])(=[O:34])[CH2:29][CH2:30][C:31]([OH:33])=[O:32]. Product: [CH:1]1[CH:6]=[CH:5][C:4]([C@@H:7]2[N:16]([C:17]([O:19][C@@H:20]3[CH:25]4[CH2:24][CH2:23][N:22]([CH2:27][CH2:26]4)[CH2:21]3)=[O:18])[CH2:15][CH2:14][C:13]3[CH:12]=[CH:11][CH:10]=[CH:9][C:8]2=3)=[CH:3][CH:2]=1.[CH2:29]([C:28]([OH:35])=[O:34])[CH2:30][C:31]([OH:33])=[O:32]. The catalyst class is: 573.